From a dataset of Full USPTO retrosynthesis dataset with 1.9M reactions from patents (1976-2016). Predict the reactants needed to synthesize the given product. (1) Given the product [Cl:11][C:12]1[N:13]=[C:14]([NH:10][C@H:1]2[C:9]3[C:4](=[CH:5][CH:6]=[CH:7][CH:8]=3)[CH2:3][CH2:2]2)[CH:15]=[N:16][CH:17]=1, predict the reactants needed to synthesize it. The reactants are: [C@H:1]1([NH2:10])[C:9]2[C:4](=[CH:5][CH:6]=[CH:7][CH:8]=2)[CH2:3][CH2:2]1.[Cl:11][C:12]1[CH:17]=[N:16][CH:15]=[C:14](Cl)[N:13]=1. (2) The reactants are: [Cl:1][C:2]1[CH:7]=[CH:6][C:5]([C:8]2[S:9][C:10]([C:18]([C:20]3[O:21][CH:22]=[CH:23][CH:24]=3)=[O:19])=[CH:11][C:12]=2[CH2:13][C:14](=[NH:17])[NH:15][OH:16])=[CH:4][CH:3]=1.[C:25](C1NC=CN=1)(C1NC=CN=1)=[O:26].C1CCN2C(=NCCC2)CC1.O. Given the product [Cl:1][C:2]1[CH:7]=[CH:6][C:5]([C:8]2[S:9][C:10]([C:18]([C:20]3[O:21][CH:22]=[CH:23][CH:24]=3)=[O:19])=[CH:11][C:12]=2[CH2:13][C:14]2[NH:15][O:16][C:25](=[O:26])[N:17]=2)=[CH:4][CH:3]=1, predict the reactants needed to synthesize it. (3) Given the product [CH2:1]([O:8][CH2:9][O:10][C@H:11]1[CH2:15][N:14]([C:16]([O:18][C:19]([CH3:20])([CH3:21])[CH3:22])=[O:17])[C@@H:13]([CH2:23][OH:24])[CH2:12]1)[C:2]1[CH:7]=[CH:6][CH:5]=[CH:4][CH:3]=1, predict the reactants needed to synthesize it. The reactants are: [CH2:1]([O:8][CH2:9][O:10][C@H:11]1[CH2:15][N:14]([C:16]([O:18][C:19]([CH3:22])([CH3:21])[CH3:20])=[O:17])[C@@H:13]([C:23](OC)=[O:24])[CH2:12]1)[C:2]1[CH:7]=[CH:6][CH:5]=[CH:4][CH:3]=1.[Cl-].[Li+].[BH4-].[Na+].O. (4) Given the product [C:13]1(=[O:19])[C:8]2[C:7](=[CH:12][CH:11]=[CH:10][CH:9]=2)[CH2:6][CH2:5][CH2:14]1, predict the reactants needed to synthesize it. The reactants are: [N+](=CC(=O)[CH2:5][CH2:6][C:7]1[CH:12]=[CH:11][CH:10]=[CH:9][C:8]=1[CH2:13][CH3:14])=[N-].FC(F)(F)C(O)=[O:19]. (5) Given the product [CH2:1]([C:5]1[CH:10]=[CH:9][C:8]([C:11]#[C:12][C:13]2[CH:18]=[CH:17][C:16]([CH:19]([O:24][C:25]3[CH:26]=[CH:27][C:28]([C:33]([OH:34])=[O:32])=[C:29]([OH:30])[CH:37]=3)[CH2:20][CH2:21][CH2:22][CH3:23])=[CH:15][CH:14]=2)=[CH:7][CH:6]=1)[CH2:2][CH2:3][CH3:4], predict the reactants needed to synthesize it. The reactants are: [CH2:1]([C:5]1[CH:10]=[CH:9][C:8]([C:11]#[C:12][C:13]2[CH:18]=[CH:17][C:16]([CH:19]([O:24][C:25]3[CH:26]=[CH:27][C:28]4[C:33](=[O:34])[O:32]C(C)(C)[O:30][C:29]=4[CH:37]=3)[CH2:20][CH2:21][CH2:22][CH3:23])=[CH:15][CH:14]=2)=[CH:7][CH:6]=1)[CH2:2][CH2:3][CH3:4].[OH-].[Na+].Cl. (6) Given the product [CH:24]1([C:9]2[N:8]=[C:7]([C:6]3[S:5][C:4]([NH:19][C:20](=[O:22])[CH3:21])=[N:3][C:2]=3[CH3:1])[CH:12]=[CH:11][N:10]=2)[CH2:26][CH2:25]1, predict the reactants needed to synthesize it. The reactants are: [CH3:1][C:2]1[N:3]=[C:4]([NH:19][C:20](=[O:22])[CH3:21])[S:5][C:6]=1[C:7]1[CH:12]=[CH:11][N:10]=[C:9](N2CCOCC2)[N:8]=1.Cl.[CH:24]1(C(N)=N)[CH2:26][CH2:25]1.